From a dataset of hERG Central: cardiac toxicity at 1µM, 10µM, and general inhibition. Predict hERG channel inhibition at various concentrations. (1) The molecule is Cc1ccc(NC(=O)C(C)Sc2nnc(-c3cccnc3)n2-c2ccccc2)cc1. Results: hERG_inhib (hERG inhibition (general)): blocker. (2) The drug is Cc1cccc(CSc2ccc3nnc(-c4cccnc4)n3n2)c1. Results: hERG_inhib (hERG inhibition (general)): blocker. (3) The molecule is CCCN1CCC(=O)N([C@H](CSc2ccc(OC)cc2)CC(C)C)CC1. Results: hERG_inhib (hERG inhibition (general)): blocker.